The task is: Predict the reaction yield, written as a fraction of the theoretical maximum amount of product (1.0 means a 100% yield; for example, 0.34 means a 34% yield).. This data is from Reaction yield outcomes from USPTO patents with 853,638 reactions. (1) The reactants are [Li+].[BH4-].[NH2:3][C:4]1[CH:9]=[CH:8][C:7]([C:10]2[CH2:11][C@@H:12]3[N:18]([CH:19]=2)[C:17](=[O:20])[C:16]2[CH:21]=[C:22]([O:66][CH3:67])[C:23]([O:25][CH2:26][CH2:27][CH2:28][CH2:29][CH2:30][O:31][C:32]4[C:63]([O:64][CH3:65])=[CH:62][C:35]5[C:36](=[O:61])[N:37]6[CH:52]=[C:51]([C:53]7[CH:58]=[CH:57][C:56]([O:59][CH3:60])=[CH:55][CH:54]=7)[CH2:50][C@H:38]6[C:39](=O)[N:40](COCC[Si](C)(C)C)[C:34]=5[CH:33]=4)=[CH:24][C:15]=2[N:14](COCC[Si](C)(C)C)[C:13]3=O)=[CH:6][CH:5]=1.CCO. The catalyst is C1COCC1. The product is [NH2:3][C:4]1[CH:9]=[CH:8][C:7]([C:10]2[CH2:11][C@@H:12]3[N:18]([CH:19]=2)[C:17](=[O:20])[C:16]2[CH:21]=[C:22]([O:66][CH3:67])[C:23]([O:25][CH2:26][CH2:27][CH2:28][CH2:29][CH2:30][O:31][C:32]4[C:63]([O:64][CH3:65])=[CH:62][C:35]5[C:36](=[O:61])[N:37]6[CH:52]=[C:51]([C:53]7[CH:54]=[CH:55][C:56]([O:59][CH3:60])=[CH:57][CH:58]=7)[CH2:50][C@H:38]6[CH:39]=[N:40][C:34]=5[CH:33]=4)=[CH:24][C:15]=2[N:14]=[CH:13]3)=[CH:6][CH:5]=1. The yield is 0.520. (2) The reactants are [F:1][C:2]1[CH:3]=[CH:4][C:5]([NH:8][NH2:9])=[N:6][CH:7]=1.[C:10](OC(OCC)OCC)(=O)C. The catalyst is C1CCCCC1. The product is [F:1][C:2]1[CH:3]=[CH:4][C:5]2[N:6]([CH:10]=[N:9][N:8]=2)[CH:7]=1. The yield is 0.700. (3) The reactants are [ClH:1].[NH2:2][C:3]1[CH:8]=[CH:7][C:6]([OH:9])=[C:5](Cl)[CH:4]=1.[H-].[Na+].Cl[C:14]1[CH:19]=[CH:18][N:17]=[C:16]([C:20]([NH2:22])=[O:21])[CH:15]=1. The catalyst is CS(C)=O.O. The product is [NH2:2][C:3]1[CH:8]=[CH:7][C:6]([O:9][C:14]2[CH:19]=[CH:18][N:17]=[C:16]([C:20]([NH2:22])=[O:21])[CH:15]=2)=[CH:5][C:4]=1[Cl:1]. The yield is 0.290. (4) The reactants are [F:1][C:2]1[CH:3]=[C:4]2[C:8](=[CH:9][CH:10]=1)[NH:7][C:6]([C:11]1[CH:12]=[N:13][C:14](F)=[CH:15][CH:16]=1)=[CH:5]2.[CH3:18][NH2:19]. The catalyst is CO. The product is [F:1][C:2]1[CH:3]=[C:4]2[C:8](=[CH:9][CH:10]=1)[NH:7][C:6]([C:11]1[CH:16]=[CH:15][C:14]([NH:19][CH3:18])=[N:13][CH:12]=1)=[CH:5]2. The yield is 0.160. (5) The reactants are [CH3:1][C:2]([CH3:5])([O-])[CH3:3].[K+].[C:7]([O:10][CH2:11][CH2:12]CC(=O)C)(=[O:9])[CH3:8]. The catalyst is [Br-].C[P+](C1C=CC=CC=1)(C1C=CC=CC=1)C1C=CC=CC=1.C1COCC1. The product is [C:7]([O:10][CH2:11][CH2:12][CH2:1][C:2]([CH3:5])=[CH2:3])(=[O:9])[CH3:8]. The yield is 0.604. (6) The reactants are [Cl-].O[NH3+:3].[C:4](=[O:7])([O-])[OH:5].[Na+].CS(C)=O.[OH:13][C:14]([CH3:54])([CH3:53])[CH2:15][O:16][C@H:17]1[CH2:22][CH2:21][C@H:20]([N:23]2[C:28](=[O:29])[C:27]([CH2:30][C:31]3[CH:36]=[CH:35][C:34]([C:37]4[C:38]([C:43]#[N:44])=[CH:39][CH:40]=[CH:41][CH:42]=4)=[C:33]([O:45][CH3:46])[CH:32]=3)=[C:26]([CH2:47][CH2:48][CH3:49])[N:25]3[N:50]=[CH:51][CH:52]=[C:24]23)[CH2:19][CH2:18]1. The catalyst is C(OCC)(=O)C. The product is [OH:13][C:14]([CH3:53])([CH3:54])[CH2:15][O:16][C@H:17]1[CH2:18][CH2:19][C@H:20]([N:23]2[C:28](=[O:29])[C:27]([CH2:30][C:31]3[CH:36]=[CH:35][C:34]([C:37]4[CH:42]=[CH:41][CH:40]=[CH:39][C:38]=4[C:43]4[NH:3][C:4](=[O:7])[O:5][N:44]=4)=[C:33]([O:45][CH3:46])[CH:32]=3)=[C:26]([CH2:47][CH2:48][CH3:49])[N:25]3[N:50]=[CH:51][CH:52]=[C:24]23)[CH2:21][CH2:22]1. The yield is 0.620. (7) The reactants are [C:1]([O:5][C:6](=[O:38])[CH2:7][C@H:8]([NH:16][S:17]([C:20]1[CH:25]=[CH:24][C:23]([NH:26][C:27](=[O:29])[CH3:28])=[CH:22][C:21]=1[O:30]CC1C=CC=CC=1)(=[O:19])=[O:18])[CH:9]([O:13][CH2:14][CH3:15])[O:10][CH2:11][CH3:12])([CH3:4])([CH3:3])[CH3:2].[H][H]. The catalyst is [Pd].O1CCCC1. The product is [C:1]([O:5][C:6](=[O:38])[CH2:7][C@H:8]([NH:16][S:17]([C:20]1[CH:25]=[CH:24][C:23]([NH:26][C:27](=[O:29])[CH3:28])=[CH:22][C:21]=1[OH:30])(=[O:19])=[O:18])[CH:9]([O:10][CH2:11][CH3:12])[O:13][CH2:14][CH3:15])([CH3:3])([CH3:4])[CH3:2]. The yield is 0.983. (8) The reactants are [Br:1][C:2]1[CH:12]=[CH:11][C:5]([C:6]([O:8]CC)=O)=[CH:4][CH:3]=1.[Cl:13][C:14]1[N:19]=[C:18]([CH3:20])[CH:17]=[CH:16][CH:15]=1. No catalyst specified. The product is [Br:1][C:2]1[CH:3]=[CH:4][C:5]([C:6](=[O:8])[CH2:20][C:18]2[CH:17]=[CH:16][CH:15]=[C:14]([Cl:13])[N:19]=2)=[CH:11][CH:12]=1. The yield is 0.820. (9) The reactants are [OH:1][C:2]1([C:9]2[CH:14]=[CH:13][C:12]([I:15])=[CH:11][CH:10]=2)[CH2:7][CH2:6][C:5](=O)[CH2:4][CH2:3]1.[NH:16]1[CH2:20][CH2:19][C@@H:18]([NH:21][C:22]([CH2:24][NH:25][C:26](=[O:37])[C:27]2[CH:32]=[CH:31][CH:30]=[C:29]([C:33]([F:36])([F:35])[F:34])[CH:28]=2)=[O:23])[CH2:17]1.[BH-](OC(C)=O)(OC(C)=O)OC(C)=O.[Na+]. The catalyst is C(Cl)Cl. The product is [OH:1][C:2]1([C:9]2[CH:14]=[CH:13][C:12]([I:15])=[CH:11][CH:10]=2)[CH2:7][CH2:6][CH:5]([N:16]2[CH2:20][CH2:19][C@@H:18]([NH:21][C:22](=[O:23])[CH2:24][NH:25][C:26](=[O:37])[C:27]3[CH:32]=[CH:31][CH:30]=[C:29]([C:33]([F:34])([F:36])[F:35])[CH:28]=3)[CH2:17]2)[CH2:4][CH2:3]1. The yield is 0.363.